From a dataset of Experimentally validated miRNA-target interactions with 360,000+ pairs, plus equal number of negative samples. Binary Classification. Given a miRNA mature sequence and a target amino acid sequence, predict their likelihood of interaction. (1) The miRNA is hsa-miR-6503-5p with sequence AGGUCUGCAUUCAAAUCCCCAGA. The protein sequence of the target gene is MSEQERIQECLRKEIRSLLISTKDGLSPQELEKEYLLMVGNHLPLRILGYRSTMELVLDMPDVVRVCPGAGGTVILKAIPDESTKGIASLVAKQRSSHKLRNSMHKGRPSIYSGPRSHRRVPYRGRVAPILPAVVKSELKDLLALSPVLLSDFEKAFAKRFGRSFQYMQYGFLSMFEVLNAASDVISVEQTRAGSLLMLKKSVTEEKPRGCPAGKIFTQPFRMKQGSYSTGFPVAKPCFSQPTSNMEPPKQIMSMEKTSKLNVVETSRLNHTEKLNQLENTFKSVIAQIGPGGTISSELK.... Result: 0 (no interaction). (2) The miRNA is hsa-miR-3620-3p with sequence UCACCCUGCAUCCCGCACCCAG. The protein sequence of the target gene is MVHFTAEEKAAVTSLWSKMNVEEAGGEALGRLLVVYPWTQRFFDSFGNLSSPSAILGNPKVKAHGKKVLTSFGDAIKNMDNLKPAFAKLSELHCDKLHVDPENFKLLGNVMVIILATHFGKEFTPEVQAAWQKLVSAVAIALAHKYH. Result: 0 (no interaction). (3) The miRNA is hsa-miR-653-3p with sequence UUCACUGGAGUUUGUUUCAAUA. The protein sequence of the target gene is MRSFLQQDVNKTKSRLNVLNGLANNMDDLKINTDITGAKEELLDDNNFISDKESGVHKPKDCQTSFQKNNTLTLPEELSKDKSENALSGGQSSLFIHAGAPTVSSENFILPKGAAVNGPVSHSSLTKTSNMNKGSVSLTTGQPVDQPTTESCSTLKVAADLQLSTPQKASQHQVLFLLSDVAHAKNPTHSNKKLPTSASVGCDIQNSVGSNIKSDGTLINQVEVGEDGEDLLVKDDCVNTVTGISSGTDGFRSENDTNWDPQKEFIQFLMTNEETVDKAPPHSKIGLEKKRKRKMDVSKI.... Result: 1 (interaction). (4) The miRNA is hsa-miR-4494 with sequence CCAGACUGUGGCUGACCAGAGG. The protein sequence of the target gene is MAEETGQSKLAAAKKKFKEYWQRNRPGVPAAAKRNTKANGSSPETAASGGCHSSEASSSASSSLHARQSPCQEQAAVLNSRSIKISRLNDTIKSLKQQKKQVEHQLEEEKKANNEKQKAERELEGQIQRLNTEKKKLNTDLYHMKHSLRYFEEESKDLAGRLQRSSQRIGELEWSLCAVAATQKKKPDGFSSRSKALLKRQLEQSIREQILLKGHVTQLKESLKEVQLERDQYAEQIKGERAQWQQRMRKMSQEVCTLKEEKKHDTHRVEELERSLSRLKNQMAEPLPPDAPAVSSEVEL.... Result: 0 (no interaction). (5) Result: 0 (no interaction). The protein sequence of the target gene is MAAAVLRDSTSVPVTAEAKLMGFTQGCVTFEDVAIYFSQEEWGLLDEAQRLLYRDVMLENFALITALVCWHGMEDEETPEQSVSVEGVPQVRTPEASPSTQKIQSCDMCVPFLTDILHLTDLPGQELYLTGACAVFHQDQKHHSAEKPLESDMDKASFVQCCLFHESGMPFTSSEVGKDFLAPLGILQPQAIANYEKPNKISKCEEAFHVGISHYKWSQCRRESSHKHTFFHPRVCTGKRLYESSKCGKACCCECSLVQLQRVHPGERPYECSECGKSFSQTSHLNDHRRIHTGERPYVC.... The miRNA is hsa-miR-4423-3p with sequence AUAGGCACCAAAAAGCAACAA. (6) The miRNA is hsa-miR-1915-5p with sequence ACCUUGCCUUGCUGCCCGGGCC. The protein sequence of the target gene is MSISLSSLILLPIWINMAQIQQGGPDEKEKTTALKDLLSRIDLDELMKKDEPPLDFPDTLEGFEYAFNEKGQLRHIKTGEPFVFNYREDLHRWNQKRYEALGEIITKYVYELLEKDCNLKKVSIPVDATESEPKSFIFMSEDALTNPQKLMVLIHGSGVVRAGQWARRLIINEDLDSGTQIPFIKRAVAEGYGVIVLNPNENYIEVEKPKIHVQSSSDSSDEPAEKRERKDKVSKETKKRRDFYEKYRNPQREKEMMQLYIRENGSPEEHAIYVWDHFIAQAAAENVFFVAHSYGGLAFV.... Result: 0 (no interaction). (7) The miRNA is mmu-miR-152-3p with sequence UCAGUGCAUGACAGAACUUGG. The protein sequence of the target gene is MSSEDREAQEDELLALASIYDGDEFRKAESVQGGETRIYLDLPQNFKIFVSGNSNECLQNSGFEYTICFLPPLVLNFELPPDYPSSSPPSFTLSGKWLSPTQLSALCKHLDNLWEEHRGSVVLFAWMQFLKEETLAYLNIVSPFELKIGSQKKVQRRTAQASPNTELDFGGAAGSDVDQEEIVDERAVQDVESLSNLIQEILDFDQAQQIKCFNSKLFLCSICFCEKLGSECMYFLECRHVYCKACLKDYFEIQIRDGQVQCLNCPEPKCPSVATPGQVKELVEAELFARYDRLLLQSSL.... Result: 0 (no interaction).